Task: Predict the reaction yield, written as a fraction of the theoretical maximum amount of product (1.0 means a 100% yield; for example, 0.34 means a 34% yield).. Dataset: Reaction yield outcomes from USPTO patents with 853,638 reactions (1) The reactants are C(OC([N:8]1[CH2:13][CH2:12][N:11]([C:14]2[CH:15]=[C:16]3[C:25](=[CH:26][C:27]=2[C:28]2[CH:33]=[CH:32][CH:31]=[CH:30][C:29]=2[F:34])[O:24][CH2:23][C:22]2[N:17]3[CH:18]([CH3:36])[C:19](=[O:35])[NH:20][N:21]=2)[CH2:10][CH2:9]1)=O)(C)(C)C.[ClH:37]. No catalyst specified. The product is [ClH:37].[F:34][C:29]1[CH:30]=[CH:31][CH:32]=[CH:33][C:28]=1[C:27]1[CH:26]=[C:25]2[C:16]([N:17]3[C:22]([CH2:23][O:24]2)=[N:21][NH:20][C:19](=[O:35])[CH:18]3[CH3:36])=[CH:15][C:14]=1[N:11]1[CH2:10][CH2:9][NH:8][CH2:13][CH2:12]1. The yield is 0.960. (2) The reactants are [Cl:1][C:2]1[CH:3]=[C:4]([NH:9][C:10]2[C:19]3[C:14](=[CH:15][C:16]([O:25][CH3:26])=[C:17]([O:20][CH2:21][CH2:22][CH2:23]Cl)[CH:18]=3)[N:13]=[CH:12][N:11]=2)[CH:5]=[CH:6][C:7]=1[F:8].C([O-])([O-])=O.[K+].[K+].[CH2:33]([N:35]1[CH2:40][CH2:39][CH2:38][CH:37]2[CH2:41][NH:42][CH2:43][CH:36]12)[CH3:34]. The catalyst is CN(C=O)C. The product is [Cl:1][C:2]1[CH:3]=[C:4]([NH:9][C:10]2[C:19]3[C:14](=[CH:15][C:16]([O:25][CH3:26])=[C:17]([O:20][CH2:21][CH2:22][CH2:23][N:42]4[CH2:41][CH:37]5[CH:36]([N:35]([CH2:33][CH3:34])[CH2:40][CH2:39][CH2:38]5)[CH2:43]4)[CH:18]=3)[N:13]=[CH:12][N:11]=2)[CH:5]=[CH:6][C:7]=1[F:8]. The yield is 0.386. (3) The reactants are [Cl:1][C:2]1[CH:9]=[C:8]([C:10]([F:13])([F:12])[F:11])[CH:7]=[CH:6][C:3]=1[CH2:4]O.C1(P(C2C=CC=CC=2)C2C=CC=CC=2)C=CC=CC=1.C(Br)(Br)(Br)[Br:34]. The catalyst is O1CCCC1. The product is [Cl:1][C:2]1[CH:9]=[C:8]([C:10]([F:13])([F:12])[F:11])[CH:7]=[CH:6][C:3]=1[CH2:4][Br:34]. The yield is 0.990.